Dataset: NCI-60 drug combinations with 297,098 pairs across 59 cell lines. Task: Regression. Given two drug SMILES strings and cell line genomic features, predict the synergy score measuring deviation from expected non-interaction effect. (1) Cell line: NCI-H522. Drug 1: CS(=O)(=O)OCCCCOS(=O)(=O)C. Synergy scores: CSS=5.36, Synergy_ZIP=-2.58, Synergy_Bliss=-0.377, Synergy_Loewe=-1.28, Synergy_HSA=-1.27. Drug 2: CC(C)CN1C=NC2=C1C3=CC=CC=C3N=C2N. (2) Drug 1: CC(CN1CC(=O)NC(=O)C1)N2CC(=O)NC(=O)C2. Drug 2: CC(C)(C#N)C1=CC(=CC(=C1)CN2C=NC=N2)C(C)(C)C#N. Cell line: PC-3. Synergy scores: CSS=15.4, Synergy_ZIP=-3.59, Synergy_Bliss=-0.232, Synergy_Loewe=0.0801, Synergy_HSA=0.112. (3) Drug 1: CN(C(=O)NC(C=O)C(C(C(CO)O)O)O)N=O. Drug 2: C(CN)CNCCSP(=O)(O)O. Cell line: NCI-H322M. Synergy scores: CSS=13.1, Synergy_ZIP=0.414, Synergy_Bliss=10.3, Synergy_Loewe=5.09, Synergy_HSA=5.47. (4) Drug 1: CC1=C(C(CCC1)(C)C)C=CC(=CC=CC(=CC(=O)O)C)C. Drug 2: CC1=C2C(C(=O)C3(C(CC4C(C3C(C(C2(C)C)(CC1OC(=O)C(C(C5=CC=CC=C5)NC(=O)OC(C)(C)C)O)O)OC(=O)C6=CC=CC=C6)(CO4)OC(=O)C)O)C)O. Cell line: OVCAR-5. Synergy scores: CSS=6.41, Synergy_ZIP=25.7, Synergy_Bliss=30.7, Synergy_Loewe=10.7, Synergy_HSA=15.2. (5) Drug 1: CS(=O)(=O)C1=CC(=C(C=C1)C(=O)NC2=CC(=C(C=C2)Cl)C3=CC=CC=N3)Cl. Drug 2: CC12CCC(CC1=CCC3C2CCC4(C3CC=C4C5=CN=CC=C5)C)O. Cell line: UACC62. Synergy scores: CSS=3.37, Synergy_ZIP=-0.716, Synergy_Bliss=3.87, Synergy_Loewe=2.25, Synergy_HSA=3.10. (6) Drug 1: C1CN1C2=NC(=NC(=N2)N3CC3)N4CC4. Drug 2: CC(C)(C#N)C1=CC(=CC(=C1)CN2C=NC=N2)C(C)(C)C#N. Cell line: T-47D. Synergy scores: CSS=18.7, Synergy_ZIP=-7.96, Synergy_Bliss=-1.88, Synergy_Loewe=-2.50, Synergy_HSA=-2.73. (7) Drug 1: CC1=C(C=C(C=C1)NC2=NC=CC(=N2)N(C)C3=CC4=NN(C(=C4C=C3)C)C)S(=O)(=O)N.Cl. Drug 2: CNC(=O)C1=NC=CC(=C1)OC2=CC=C(C=C2)NC(=O)NC3=CC(=C(C=C3)Cl)C(F)(F)F. Cell line: SK-MEL-5. Synergy scores: CSS=16.1, Synergy_ZIP=-4.30, Synergy_Bliss=-3.95, Synergy_Loewe=-29.7, Synergy_HSA=-5.65. (8) Drug 1: CC1=CC2C(CCC3(C2CCC3(C(=O)C)OC(=O)C)C)C4(C1=CC(=O)CC4)C. Drug 2: CC1=CC=C(C=C1)C2=CC(=NN2C3=CC=C(C=C3)S(=O)(=O)N)C(F)(F)F. Cell line: CCRF-CEM. Synergy scores: CSS=13.7, Synergy_ZIP=3.02, Synergy_Bliss=5.87, Synergy_Loewe=-5.07, Synergy_HSA=6.92. (9) Drug 1: CCC1(CC2CC(C3=C(CCN(C2)C1)C4=CC=CC=C4N3)(C5=C(C=C6C(=C5)C78CCN9C7C(C=CC9)(C(C(C8N6C=O)(C(=O)OC)O)OC(=O)C)CC)OC)C(=O)OC)O.OS(=O)(=O)O. Drug 2: CC1=C(C(CCC1)(C)C)C=CC(=CC=CC(=CC(=O)O)C)C. Cell line: DU-145. Synergy scores: CSS=-3.88, Synergy_ZIP=9.84, Synergy_Bliss=10.5, Synergy_Loewe=-2.06, Synergy_HSA=4.87. (10) Drug 1: C(=O)(N)NO. Drug 2: C1=NC2=C(N=C(N=C2N1C3C(C(C(O3)CO)O)F)Cl)N. Cell line: NCI-H226. Synergy scores: CSS=0.682, Synergy_ZIP=-1.07, Synergy_Bliss=-0.947, Synergy_Loewe=-1.12, Synergy_HSA=-0.948.